Task: Binary Classification. Given a drug SMILES string, predict its activity (active/inactive) in a high-throughput screening assay against a specified biological target.. Dataset: Cav3 T-type calcium channel HTS with 100,875 compounds (1) The compound is Clc1c(Cn2c3c(n(c(=O)n(c3=O)C)C)nc2OCc2cccnc2)c(F)ccc1. The result is 0 (inactive). (2) The molecule is n1c2c(nc(N)c1N)cccc2. The result is 0 (inactive). (3) The drug is Clc1cc(N2C(CC(NC2=S)(C)C)(c2c(O)cc(O)cc2)C)ccc1. The result is 0 (inactive). (4) The molecule is s1c2c(n(Cc3ccc(OC)cc3)c1=O)cccc2. The result is 0 (inactive). (5) The drug is Clc1ccc(C(=O)CCC(S(=O)(=O)c2ccc(cc2)C)C(=O)N)cc1. The result is 0 (inactive). (6) The compound is S(CC(=O)c1ccc(cc1)C)c1[nH]c(N)cc(=O)n1. The result is 0 (inactive). (7) The molecule is Clc1c(N(n2c(nn(Cc3ccc(Cl)cc3)c2=O)C)C)ncc(c1)C(F)(F)F. The result is 0 (inactive).